Predict the reactants needed to synthesize the given product. From a dataset of Full USPTO retrosynthesis dataset with 1.9M reactions from patents (1976-2016). (1) Given the product [C:12]12([C:22](=[O:32])[CH2:23][S:24]([C:25]3[CH:26]=[CH:27][C:28]([Cl:31])=[CH:29][CH:30]=3)=[O:9])[CH2:13][CH:14]3[CH2:20][CH:18]([CH2:17][CH:16]([CH2:15]3)[CH2:21]1)[CH2:19]2, predict the reactants needed to synthesize it. The reactants are: C1C=C(Cl)C=C(C(OO)=[O:9])C=1.[C:12]12([C:22](=[O:32])[CH2:23][S:24][C:25]3[CH:30]=[CH:29][C:28]([Cl:31])=[CH:27][CH:26]=3)[CH2:21][CH:16]3[CH2:17][CH:18]([CH2:20][CH:14]([CH2:15]3)[CH2:13]1)[CH2:19]2. (2) Given the product [CH:7]([C@@H:10]1[CH2:11][O:12][CH2:13][CH2:14][NH:15]1)([CH3:9])[CH3:8], predict the reactants needed to synthesize it. The reactants are: [H-].[Al+3].[Li+].[H-].[H-].[H-].[CH:7]([C@H:10]1[NH:15][C:14](=O)[CH2:13][O:12][CH2:11]1)([CH3:9])[CH3:8]. (3) Given the product [F:1][C:2]1[CH:3]=[CH:4][CH:5]=[C:6]2[C:10]=1[CH:9]([NH:11][C:12]1[CH:21]=[CH:20][C:19]3[C:14](=[CH:15][CH:16]=[C:17]([NH:22][C:31](=[O:32])[CH2:30][N:27]4[CH2:28][CH2:29][N:24]([CH3:23])[CH2:25][CH2:26]4)[CH:18]=3)[N:13]=1)[CH2:8][CH2:7]2, predict the reactants needed to synthesize it. The reactants are: [F:1][C:2]1[CH:3]=[CH:4][CH:5]=[C:6]2[C:10]=1[CH:9]([NH:11][C:12]1[CH:21]=[CH:20][C:19]3[C:14](=[CH:15][CH:16]=[C:17]([NH2:22])[CH:18]=3)[N:13]=1)[CH2:8][CH2:7]2.[CH3:23][N:24]1[CH2:29][CH2:28][N:27]([CH2:30][C:31](O)=[O:32])[CH2:26][CH2:25]1. (4) Given the product [CH:1]([C:4]1[C:8]([CH2:9][OH:10])=[CH:7][N:6]([C:14]2[CH:19]=[CH:18][C:17]([C:20]([F:21])([F:23])[F:22])=[CH:16][N:15]=2)[N:5]=1)([CH3:3])[CH3:2], predict the reactants needed to synthesize it. The reactants are: [CH:1]([C:4]1[C:8]([C:9](OCC)=[O:10])=[CH:7][N:6]([C:14]2[CH:19]=[CH:18][C:17]([C:20]([F:23])([F:22])[F:21])=[CH:16][N:15]=2)[N:5]=1)([CH3:3])[CH3:2].[H-].C([Al+]CC(C)C)C(C)C.Cl.